From a dataset of Reaction yield outcomes from USPTO patents with 853,638 reactions. Predict the reaction yield, written as a fraction of the theoretical maximum amount of product (1.0 means a 100% yield; for example, 0.34 means a 34% yield). (1) The reactants are [N+:1]([C:4]1[C:5]([NH:13][CH:14]2[CH2:19][CH2:18][N:17]([C:20]([O:22][C:23]([CH3:26])([CH3:25])[CH3:24])=[O:21])[CH2:16][CH2:15]2)=[C:6]2[S:12][CH:11]=[CH:10][C:7]2=[N:8][CH:9]=1)([O-])=O. The catalyst is [Pd].CO. The product is [NH2:1][C:4]1[C:5]([NH:13][CH:14]2[CH2:19][CH2:18][N:17]([C:20]([O:22][C:23]([CH3:26])([CH3:25])[CH3:24])=[O:21])[CH2:16][CH2:15]2)=[C:6]2[S:12][CH:11]=[CH:10][C:7]2=[N:8][CH:9]=1. The yield is 1.00. (2) The reactants are Br[C:2]1[C:7]2=[N:8][C:9]([C:12]([NH2:14])=[O:13])=[CH:10][N:11]=[C:6]2[CH:5]=[N:4][CH:3]=1.[F:15][C:16]1[CH:17]=[C:18](B(O)O)[CH:19]=[C:20]([F:23])[C:21]=1[F:22].C(=O)([O-])[O-].[Cs+].[Cs+].O1CCOCC1. The catalyst is C1(P([C-]2C=CC=C2)C2C=CC=CC=2)C=CC=CC=1.[C-]1(P(C2C=CC=CC=2)C2C=CC=CC=2)C=CC=C1.[Fe+2].[Pd](Cl)Cl.O. The product is [F:15][C:16]1[CH:17]=[C:18]([C:2]2[C:7]3=[N:8][C:9]([C:12]([NH2:14])=[O:13])=[CH:10][N:11]=[C:6]3[CH:5]=[N:4][CH:3]=2)[CH:19]=[C:20]([F:23])[C:21]=1[F:22]. The yield is 0.830. (3) The reactants are [O:1]1[CH:5]2[O:6][CH2:7][CH2:8][CH:4]2[CH:3]([O:9][C:10](=[O:28])[NH:11][CH:12]([CH2:21][C:22]2[CH:27]=[CH:26][CH:25]=[CH:24][CH:23]=2)[CH:13]([OH:20])[CH2:14][NH:15][CH2:16][CH:17]([CH3:19])[CH3:18])[CH2:2]1.[F:29][C:30]1[CH:35]=[CH:34][C:33]([S:36](Cl)(=[O:38])=[O:37])=[CH:32][C:31]=1[C:40]#[N:41].C([O-])(O)=O.[Na+]. The catalyst is C(Cl)Cl.C(OCC)(=O)C. The product is [O:1]1[CH:5]2[O:6][CH2:7][CH2:8][CH:4]2[CH:3]([O:9][C:10](=[O:28])[NH:11][CH:12]([CH2:21][C:22]2[CH:23]=[CH:24][CH:25]=[CH:26][CH:27]=2)[CH:13]([OH:20])[CH2:14][N:15]([S:36]([C:33]2[CH:34]=[CH:35][C:30]([F:29])=[C:31]([C:40]#[N:41])[CH:32]=2)(=[O:37])=[O:38])[CH2:16][CH:17]([CH3:19])[CH3:18])[CH2:2]1. The yield is 0.920. (4) The reactants are Cl[C:2]1[N:7]=[C:6]([C:8]2[S:12][C:11]([N:13]([CH3:15])[CH3:14])=[N:10][C:9]=2[C:16]2[CH:17]=[C:18]([NH:22][S:23]([C:26]3[C:31]([F:32])=[CH:30][CH:29]=[CH:28][C:27]=3[F:33])(=[O:25])=[O:24])[CH:19]=[CH:20][CH:21]=2)[CH:5]=[CH:4][N:3]=1.[NH4+:34].[OH-]. No catalyst specified. The product is [NH2:34][C:2]1[N:7]=[C:6]([C:8]2[S:12][C:11]([N:13]([CH3:15])[CH3:14])=[N:10][C:9]=2[C:16]2[CH:17]=[C:18]([NH:22][S:23]([C:26]3[C:31]([F:32])=[CH:30][CH:29]=[CH:28][C:27]=3[F:33])(=[O:25])=[O:24])[CH:19]=[CH:20][CH:21]=2)[CH:5]=[CH:4][N:3]=1. The yield is 0.310. (5) The reactants are C(O[C:6]([N:8]1[CH2:12][CH2:11][C@H:10]([CH2:13][NH:14][C:15](=[O:24])[O:16][CH2:17][C:18]2[CH:23]=[CH:22][CH:21]=[CH:20][CH:19]=2)[CH2:9]1)=O)(C)(C)C.Cl.ClC1[C:36]2[C:31](=[CH:32][C:33]([CH3:37])=[CH:34][CH:35]=2)[N:30]=[C:29]([C:38]2[CH:43]=[CH:42][CH:41]=[CH:40][C:39]=2[OH:44])[N:28]=1.C(N(CC)CC)C. The catalyst is O1CCOCC1.C(Cl)Cl. The product is [OH:44][C:39]1[CH:40]=[CH:41][CH:42]=[CH:43][C:38]=1[C:29]1[N:28]=[C:6]([N:8]2[CH2:12][CH2:11][C@H:10]([CH2:13][NH:14][C:15](=[O:24])[O:16][CH2:17][C:18]3[CH:19]=[CH:20][CH:21]=[CH:22][CH:23]=3)[CH2:9]2)[C:36]2[C:31](=[CH:32][C:33]([CH3:37])=[CH:34][CH:35]=2)[N:30]=1. The yield is 0.680. (6) The reactants are C([O:3][CH2:4][CH2:5][O:6][NH:7][C:8]([C:10]1[CH:15]=[CH:14][C:13](=[O:16])[N:12]([CH3:17])[C:11]=1[NH:18][C:19]1[CH:24]=[CH:23][C:22]([CH3:25])=[CH:21][C:20]=1[F:26])=[O:9])=C.COC(C1C=CC(=O)N(C)C=1NC1C=CC(C)=CC=1F)=O.C(OCCON)=C.C[Si]([N-][Si](C)(C)C)(C)C.[Li+]. The catalyst is C1COCC1. The product is [OH:3][CH2:4][CH2:5][O:6][NH:7][C:8]([C:10]1[CH:15]=[CH:14][C:13](=[O:16])[N:12]([CH3:17])[C:11]=1[NH:18][C:19]1[CH:24]=[CH:23][C:22]([CH3:25])=[CH:21][C:20]=1[F:26])=[O:9]. The yield is 0.770. (7) The reactants are Cl.[CH2:2]([O:9][C:10]1[CH:16]=[CH:15][C:13]([NH2:14])=[CH:12][CH:11]=1)[C:3]1[CH:8]=[CH:7][CH:6]=[CH:5][CH:4]=1.C([Mg]Br)C.[Cl:21][C:22]1[CH:29]=[C:28]([Cl:30])[CH:27]=[CH:26][C:23]=1[C:24]#[N:25].O. The catalyst is C1COCC1. The product is [CH2:2]([O:9][C:10]1[CH:11]=[CH:12][C:13]([NH:14][C:24](=[NH:25])[C:23]2[CH:26]=[CH:27][C:28]([Cl:30])=[CH:29][C:22]=2[Cl:21])=[CH:15][CH:16]=1)[C:3]1[CH:4]=[CH:5][CH:6]=[CH:7][CH:8]=1. The yield is 0.980.